Dataset: Full USPTO retrosynthesis dataset with 1.9M reactions from patents (1976-2016). Task: Predict the reactants needed to synthesize the given product. The reactants are: [F:1][C:2]1[CH:22]=[CH:21][C:5]([C:6]([C:8]2[CH:9]=[N:10][CH:11]=[CH:12][C:13]=2[NH:14]C(=O)C(C)(C)C)=[O:7])=[CH:4][CH:3]=1. Given the product [NH2:14][C:13]1[CH:12]=[CH:11][N:10]=[CH:9][C:8]=1[C:6](=[O:7])[C:5]1[CH:21]=[CH:22][C:2]([F:1])=[CH:3][CH:4]=1, predict the reactants needed to synthesize it.